From a dataset of Full USPTO retrosynthesis dataset with 1.9M reactions from patents (1976-2016). Predict the reactants needed to synthesize the given product. Given the product [CH3:11][O:12][C:13]1[N:18]=[CH:17][C:16]([C:2]2[S:3][C:4]3[CH:10]=[CH:9][CH:8]=[CH:7][C:5]=3[N:6]=2)=[CH:15][CH:14]=1, predict the reactants needed to synthesize it. The reactants are: Br[C:2]1[S:3][C:4]2[CH:10]=[CH:9][CH:8]=[CH:7][C:5]=2[N:6]=1.[CH3:11][O:12][C:13]1[N:18]=[CH:17][C:16](B(O)O)=[CH:15][CH:14]=1.